This data is from Forward reaction prediction with 1.9M reactions from USPTO patents (1976-2016). The task is: Predict the product of the given reaction. (1) Given the reactants [Cl:1][C:2]1[CH:7]=[CH:6][CH:5]=[CH:4][C:3]=1[C:8]1[CH:13]=[CH:12][C:11]([OH:14])=[CH:10][CH:9]=1.[H-].[Na+].S(O[CH2:28][C@H:29]1[O:34][CH2:33][CH2:32][N:31]([C:35]([O:37][C:38]([CH3:41])([CH3:40])[CH3:39])=[O:36])[CH2:30]1)(C1C=CC(C)=CC=1)(=O)=O, predict the reaction product. The product is: [Cl:1][C:2]1[CH:7]=[CH:6][CH:5]=[CH:4][C:3]=1[C:8]1[CH:9]=[CH:10][C:11]([O:14][CH2:28][C@H:29]2[O:34][CH2:33][CH2:32][N:31]([C:35]([O:37][C:38]([CH3:39])([CH3:41])[CH3:40])=[O:36])[CH2:30]2)=[CH:12][CH:13]=1. (2) Given the reactants [F:1][C:2]([F:24])([F:23])[C:3]1[CH:4]=[C:5]([C:13]2[N:17]=[CH:16][N:15](/[CH:18]=[CH:19]\[C:20](O)=[O:21])[N:14]=2)[CH:6]=[C:7]([C:9]([F:12])([F:11])[F:10])[CH:8]=1.[O:25]1[CH2:30][CH2:29][N:28]([CH2:31][C:32]([NH:34][NH2:35])=[O:33])[CH2:27][CH2:26]1.C(P1(=O)OP(CCC)(=O)OP(CCC)(=O)O1)CC.CCN(C(C)C)C(C)C, predict the reaction product. The product is: [F:24][C:2]([F:1])([F:23])[C:3]1[CH:4]=[C:5]([C:13]2[N:17]=[CH:16][N:15](/[CH:18]=[CH:19]\[C:20]([N:34]([C:32](=[O:33])[CH2:31][N:28]3[CH2:29][CH2:30][O:25][CH2:26][CH2:27]3)[NH2:35])=[O:21])[N:14]=2)[CH:6]=[C:7]([C:9]([F:12])([F:10])[F:11])[CH:8]=1. (3) Given the reactants [CH3:1][N:2]1[C:6]2[CH:7]=[CH:8][C:9]([N:11]3[CH:16]=[C:15]([C:17]#[N:18])[C:14](=[O:19])[NH:13][C:12]3=[O:20])=[CH:10][C:5]=2[O:4][C:3]1=[O:21].[Cl:22][C:23]1[CH:32]=[CH:31][CH:30]=[C:29]2[C:24]=1[CH2:25][CH2:26][CH2:27][CH:28]2O, predict the reaction product. The product is: [Cl:22][C:23]1[CH:32]=[CH:31][CH:30]=[C:29]2[C:24]=1[CH2:25][CH2:26][CH2:27][CH:28]2[N:13]1[C:14](=[O:19])[C:15]([C:17]#[N:18])=[CH:16][N:11]([C:9]2[CH:8]=[CH:7][C:6]3[N:2]([CH3:1])[C:3](=[O:21])[O:4][C:5]=3[CH:10]=2)[C:12]1=[O:20]. (4) Given the reactants [NH2:1][C:2]1[CH:7]=[CH:6][N:5]=[CH:4][C:3]=1I.CC1C=CC(S(O)(=O)=O)=CC=1.N#N.C(O[Si](OCC)(OCC)OCC)C.O=[C:36]1[CH2:40][CH2:39][CH2:38][CH:37]1[CH2:41][C:42]([O:44][CH2:45][CH3:46])=[O:43].CCN(C(C)C)C(C)C.[NH4+].[Cl-].CCOC(C)=O, predict the reaction product. The product is: [CH:4]1[C:3]2[C:40]3[CH2:39][CH2:38][CH:37]([CH2:41][C:42]([O:44][CH2:45][CH3:46])=[O:43])[C:36]=3[NH:1][C:2]=2[CH:7]=[CH:6][N:5]=1. (5) The product is: [CH:1]([C:5]1[CH:32]=[CH:31][CH:30]=[CH:29][C:6]=1[O:7][CH:8]1[CH2:9][CH2:10][N:11]([C:14]2[N:19]=[CH:18][C:17]([C:34]3[CH:43]=[CH:42][C:37]([C:38]([O:40][CH3:41])=[O:39])=[CH:36][N:35]=3)=[CH:16][N:15]=2)[CH2:12][CH2:13]1)([CH2:3][CH3:4])[CH3:2]. Given the reactants [CH:1]([C:5]1[CH:32]=[CH:31][CH:30]=[CH:29][C:6]=1[O:7][CH:8]1[CH2:13][CH2:12][N:11]([C:14]2[N:19]=[CH:18][C:17](B3OC(C)(C)C(C)(C)O3)=[CH:16][N:15]=2)[CH2:10][CH2:9]1)([CH2:3][CH3:4])[CH3:2].Br[C:34]1[CH:43]=[CH:42][C:37]([C:38]([O:40][CH3:41])=[O:39])=[CH:36][N:35]=1, predict the reaction product. (6) Given the reactants Cl.[Cl:2][C:3]1[N:8]=[C:7]([C:9]([O:11]CC)=[CH2:10])[C:6]([F:14])=[CH:5][N:4]=1, predict the reaction product. The product is: [Cl:2][C:3]1[N:8]=[C:7]([C:9](=[O:11])[CH3:10])[C:6]([F:14])=[CH:5][N:4]=1. (7) Given the reactants [F:1][C:2]([F:24])([F:23])[O:3][C:4]1[CH:9]=[CH:8][CH:7]=[CH:6][C:5]=1[CH2:10][NH:11][C:12]([C:14]1[CH:15]=[C:16]2[C:20](=[CH:21][CH:22]=1)[NH:19][CH:18]=[CH:17]2)=[O:13].[F:25][C:26]([F:31])([F:30])[C:27]([OH:29])=[O:28].C([SiH](CC)CC)C, predict the reaction product. The product is: [F:25][C:26]([F:31])([F:30])[C:27]([OH:29])=[O:28].[F:23][C:2]([F:1])([F:24])[O:3][C:4]1[CH:9]=[CH:8][CH:7]=[CH:6][C:5]=1[CH2:10][NH:11][C:12]([C:14]1[CH:15]=[C:16]2[C:20](=[CH:21][CH:22]=1)[NH:19][CH2:18][CH2:17]2)=[O:13].